From a dataset of Catalyst prediction with 721,799 reactions and 888 catalyst types from USPTO. Predict which catalyst facilitates the given reaction. (1) Reactant: [Cl:1][C:2]1[CH:3]=[C:4]([CH:8]2[C:12]3[NH:13][C:14]([C:16]([O:18]C)=[O:17])=[CH:15][C:11]=3[CH2:10][CH2:9]2)[CH:5]=[CH:6][CH:7]=1.[OH-].[Li+].CO. Product: [Cl:1][C:2]1[CH:3]=[C:4]([CH:8]2[C:12]3[NH:13][C:14]([C:16]([OH:18])=[O:17])=[CH:15][C:11]=3[CH2:10][CH2:9]2)[CH:5]=[CH:6][CH:7]=1. The catalyst class is: 1. (2) The catalyst class is: 605. Reactant: C1COCC1.[F:6][C:7]1[CH:12]=[CH:11][C:10]([Mg]Br)=[CH:9][CH:8]=1.[CH2:15]([C:19]1[CH:24]=[CH:23][C:22](Cl)=[CH:21][CH:20]=1)[CH2:16][CH2:17][CH3:18].[Cl-].C(C1C=CC=C(C(C)C)C=1[NH+]1CCN(C2C(C(C)C)=CC=CC=2C(C)C)C1)(C)C. Product: [CH2:15]([C:19]1[CH:24]=[CH:23][C:22]([C:10]2[CH:11]=[CH:12][C:7]([F:6])=[CH:8][CH:9]=2)=[CH:21][CH:20]=1)[CH2:16][CH2:17][CH3:18]. (3) Reactant: C[O:2][C:3](=[O:38])[CH2:4][C:5]1[CH:10]=[CH:9][C:8]([C:11]2[NH:15][C:14]([C@H:16]3[N:24]4[C:19](=[CH:20][C:21]([C:26]5[CH:31]=[C:30]([Cl:32])[CH:29]=[CH:28][C:27]=5[N:33]5[CH:37]=[N:36][N:35]=[N:34]5)=[CH:22][C:23]4=[O:25])[CH2:18][CH2:17]3)=[N:13][CH:12]=2)=[CH:7][CH:6]=1.Cl. Product: [Cl:32][C:30]1[CH:29]=[CH:28][C:27]([N:33]2[CH:37]=[N:36][N:35]=[N:34]2)=[C:26]([C:21]2[CH:20]=[C:19]3[N:24]([C@H:16]([C:14]4[NH:15][C:11]([C:8]5[CH:7]=[CH:6][C:5]([CH2:4][C:3]([OH:38])=[O:2])=[CH:10][CH:9]=5)=[CH:12][N:13]=4)[CH2:17][CH2:18]3)[C:23](=[O:25])[CH:22]=2)[CH:31]=1. The catalyst class is: 12. (4) The catalyst class is: 72. Product: [C:3]([O:7][C:8]([NH:10][C@@H:11]([CH2:16][C:17]1[CH:22]=[CH:21][C:20]([O:23][CH:24]([CH3:26])[CH3:25])=[CH:19][CH:18]=1)[C:12]([OH:14])=[O:13])=[O:9])([CH3:5])([CH3:6])[CH3:4]. Reactant: [OH-].[Li+].[C:3]([O:7][C:8]([NH:10][C@@H:11]([CH2:16][C:17]1[CH:22]=[CH:21][C:20]([O:23][CH:24]([CH3:26])[CH3:25])=[CH:19][CH:18]=1)[C:12]([O:14]C)=[O:13])=[O:9])([CH3:6])([CH3:5])[CH3:4]. (5) Reactant: [NH2:1][C:2]1[CH:7]=[CH:6][CH:5]=[C:4]([CH3:8])[N:3]=1.C(N(CC)CC)C.[CH3:16][C:17]([CH3:22])([CH3:21])[C:18](Cl)=[O:19].O. Product: [CH3:16][C:17]([CH3:22])([CH3:21])[C:18]([NH:1][C:2]1[CH:7]=[CH:6][CH:5]=[C:4]([CH3:8])[N:3]=1)=[O:19]. The catalyst class is: 4. (6) Reactant: [Cl:1][C:2]1[CH:3]=[C:4]([C:8]2[C:17]3[C:12](=[CH:13][CH:14]=[CH:15][CH:16]=3)[C:11](=[O:18])[NH:10][N:9]=2)[CH:5]=[CH:6][CH:7]=1.[H-].[Na+].Br[CH2:22][C:23]([N:25]([CH3:36])[C:26]1[CH:35]=[CH:34][C:29]2[N:30]=[C:31]([CH3:33])[O:32][C:28]=2[CH:27]=1)=[O:24]. Product: [Cl:1][C:2]1[CH:3]=[C:4]([C:8]2[C:17]3[C:12](=[CH:13][CH:14]=[CH:15][CH:16]=3)[C:11](=[O:18])[N:10]([CH2:22][C:23]([N:25]([CH3:36])[C:26]3[CH:35]=[CH:34][C:29]4[N:30]=[C:31]([CH3:33])[O:32][C:28]=4[CH:27]=3)=[O:24])[N:9]=2)[CH:5]=[CH:6][CH:7]=1. The catalyst class is: 3.